Dataset: Full USPTO retrosynthesis dataset with 1.9M reactions from patents (1976-2016). Task: Predict the reactants needed to synthesize the given product. (1) Given the product [CH:1]1[CH:2]=[CH:3][C:4]2[S:15][C:14]3[CH:13]=[CH:12][CH:11]=[CH:10][C:9]=3[N:8]=[C:7]([N:16]3[CH2:21][CH2:20][N:19]([CH2:22][CH2:23][O:24][CH2:25][CH2:26][OH:27])[CH2:18][CH2:17]3)[C:5]=2[CH:6]=1.[C:33]([O-:35])(=[O:34])/[CH:28]=[CH:29]\[C:30]([O-:32])=[O:31], predict the reactants needed to synthesize it. The reactants are: [CH:1]1[CH:2]=[CH:3][C:4]2[S:15][C:14]3[CH:13]=[CH:12][CH:11]=[CH:10][C:9]=3[N:8]=[C:7]([N:16]3[CH2:21][CH2:20][N:19]([CH2:22][CH2:23][O:24][CH2:25][CH2:26][OH:27])[CH2:18][CH2:17]3)[C:5]=2[CH:6]=1.[CH:28](/[C:33]([OH:35])=[O:34])=[CH:29]\[C:30]([OH:32])=[O:31].O.N.C(O)(=O)/C=C\C(O)=O. (2) Given the product [CH3:2][N:3]([CH3:4])[C:73]([C:72]1[CH:71]=[C:75]2[C:45](=[CH:46][CH:47]=1)[N:44]([CH2:43][CH2:42][C:41]([NH:40][CH2:39][C@@H:38]([C:34]1[CH:35]=[CH:36][CH:37]=[C:32]([NH:31][S:28]([C:22]3[CH:27]=[CH:26][CH:25]=[CH:24][CH:23]=3)(=[O:29])=[O:30])[CH:33]=1)[OH:58])([CH3:56])[CH3:57])[CH:52]=[CH:51]2)=[O:74], predict the reactants needed to synthesize it. The reactants are: C[CH2:2][N:3]=[C:4]=NCCCN(C)C.C1C=CC2N(O)N=NC=2C=1.[C:22]1([S:28]([NH:31][C:32]2[CH:33]=[C:34]([C@@H:38]([OH:58])[CH2:39][NH:40][C:41]([CH3:57])([CH3:56])[CH2:42][CH2:43][N:44]3[C:52]4[C:47](=CC(C(O)=O)=C[CH:51]=4)[CH:46]=[CH:45]3)[CH:35]=[CH:36][CH:37]=2)(=[O:30])=[O:29])[CH:27]=[CH:26][CH:25]=[CH:24][CH:23]=1.CCN(C(C)C)C(C)C.CNC.[CH2:71]1[CH2:75][O:74][CH2:73][CH2:72]1. (3) Given the product [Cl:1][C:2]1[C:3]([C:14]([Cl:20])=[O:16])=[N:4][O:5][C:6]=1[C:7]1[CH:12]=[CH:11][C:10]([Cl:13])=[CH:9][CH:8]=1, predict the reactants needed to synthesize it. The reactants are: [Cl:1][C:2]1[C:3]([C:14]([OH:16])=O)=[N:4][O:5][C:6]=1[C:7]1[CH:12]=[CH:11][C:10]([Cl:13])=[CH:9][CH:8]=1.C(Cl)(=O)C([Cl:20])=O. (4) Given the product [F:18][C:14]1([F:17])[CH2:15][CH2:16][C:11]([OH:37])([C:9]([O:8][CH2:1][C:2]2[CH:3]=[CH:4][CH:5]=[CH:6][CH:7]=2)=[O:10])[CH2:12][CH2:13]1, predict the reactants needed to synthesize it. The reactants are: [CH2:1]([O:8][C:9]([CH:11]1[CH2:16][CH2:15][C:14]([F:18])([F:17])[CH2:13][CH2:12]1)=[O:10])[C:2]1[CH:7]=[CH:6][CH:5]=[CH:4][CH:3]=1.C[Si]([N-][Si](C)(C)C)(C)C.[K+].C1(C2[O:37]N2S(C2C=CC=CC=2)(=O)=O)C=CC=CC=1.C(Cl)(Cl)Cl. (5) Given the product [CH3:12][C:13]1([CH3:29])[C:17]([CH3:19])([CH3:18])[O:16][B:15]([C:2]2[CH:7]=[CH:6][C:5]([C:8]([OH:11])([CH3:10])[CH3:9])=[CH:4][CH:3]=2)[O:14]1, predict the reactants needed to synthesize it. The reactants are: Br[C:2]1[CH:7]=[CH:6][C:5]([C:8]([OH:11])([CH3:10])[CH3:9])=[CH:4][CH:3]=1.[CH3:12][C:13]1([CH3:29])[C:17]([CH3:19])([CH3:18])[O:16][B:15]([B:15]2[O:16][C:17]([CH3:19])([CH3:18])[C:13]([CH3:29])([CH3:12])[O:14]2)[O:14]1.C(O[K])(C)=O.CCOC(C)=O. (6) Given the product [C:33]([O:37][C:14](=[O:23])[NH:11][CH:3]1[CH2:4][CH2:5][O:1][CH2:2]1)([CH3:36])([CH3:35])[CH3:34], predict the reactants needed to synthesize it. The reactants are: [O:1]1[CH2:5][CH2:4][CH:3](C(O)=O)[CH2:2]1.C([N:11]([CH2:14]C)CC)C.C1(P(N=[N+]=[N-])(C2C=CC=CC=2)=[O:23])C=CC=CC=1.[C:33]([OH:37])([CH3:36])([CH3:35])[CH3:34].